Dataset: Reaction yield outcomes from USPTO patents with 853,638 reactions. Task: Predict the reaction yield, written as a fraction of the theoretical maximum amount of product (1.0 means a 100% yield; for example, 0.34 means a 34% yield). (1) The product is [C:1]([O:5][C:6]([C:8]1[C:26]([F:27])=[CH:25][C:11]([O:12][CH2:13][CH:14]2[CH2:17][N:16]([C:18]([O:20][C:21]([CH3:24])([CH3:23])[CH3:22])=[O:19])[CH2:15]2)=[C:10]([CH:29]2[CH2:31][CH2:30]2)[CH:9]=1)=[O:7])([CH3:4])([CH3:3])[CH3:2]. The catalyst is C1(C)C=CC=CC=1.O.C([O-])(=O)C.[Pd+2].C([O-])(=O)C. The yield is 0.980. The reactants are [C:1]([O:5][C:6]([C:8]1[C:26]([F:27])=[CH:25][C:11]([O:12][CH2:13][CH:14]2[CH2:17][N:16]([C:18]([O:20][C:21]([CH3:24])([CH3:23])[CH3:22])=[O:19])[CH2:15]2)=[C:10](Cl)[CH:9]=1)=[O:7])([CH3:4])([CH3:3])[CH3:2].[CH:29]1(B(O)O)[CH2:31][CH2:30]1.P([O-])([O-])([O-])=O.[K+].[K+].[K+].F[B-](F)(F)F.C1(P(C2CCCCC2)C2CCCCC2)CCCCC1. (2) The reactants are [CH2:1]([C@H:8]([NH:31][C:32](=[O:38])[O:33][C:34](C)([CH3:36])[CH3:35])[C@@H:9]([OH:30])[CH:10]([NH:18][S:19]([C:22]1[CH:27]=[CH:26][C:25]([O:28][CH3:29])=[CH:24][CH:23]=1)(=[O:21])=[O:20])[O:11][CH:12]1[CH2:17][CH2:16][CH2:15][CH2:14][CH2:13]1)[C:2]1[CH:7]=[CH:6][CH:5]=[CH:4][CH:3]=1.[C:39](=O)([O:47]C1C=CC([N+]([O-])=O)=CC=1)[O:40]C1COCOC1.C(N(C(C)C)CC)(C)C.C(#N)C. The catalyst is FC(F)(F)C(O)=O. The product is [CH2:1]([C@H:8]([NH:31][C:32](=[O:38])[O:33][CH:34]1[CH2:35][O:47][CH2:39][O:40][CH2:36]1)[C@@H:9]([OH:30])[CH:10]([NH:18][S:19]([C:22]1[CH:27]=[CH:26][C:25]([O:28][CH3:29])=[CH:24][CH:23]=1)(=[O:20])=[O:21])[O:11][CH:12]1[CH2:13][CH2:14][CH2:15][CH2:16][CH2:17]1)[C:2]1[CH:3]=[CH:4][CH:5]=[CH:6][CH:7]=1. The yield is 0.190. (3) The catalyst is ClCCl. The product is [CH3:11][C:12]1[CH:22]=[C:15]2[C:16]([CH:20]=[O:21])=[CH:17][CH:18]=[CH:19][N:14]2[N:13]=1. The yield is 0.260. The reactants are C(Cl)(=O)C(Cl)=O.CS(C)=O.[CH3:11][C:12]1[CH:22]=[C:15]2[C:16]([CH2:20][OH:21])=[CH:17][CH:18]=[CH:19][N:14]2[N:13]=1.C(N(CC)CC)C. (4) The reactants are [Br:1][C:2]1[CH:7]=[CH:6][C:5]([C@@H:8]([N:10]2[CH2:15][CH2:14][C@:13]([CH2:22][CH2:23][CH2:24][OH:25])([C:16]3[CH:21]=[CH:20][CH:19]=[CH:18][CH:17]=3)[O:12][C:11]2=[O:26])[CH3:9])=[CH:4][CH:3]=1.CCN(CC)CC.[CH3:34][S:35](Cl)(=[O:37])=[O:36]. The catalyst is C(Cl)Cl. The product is [CH3:34][S:35]([O:25][CH2:24][CH2:23][CH2:22][C@@:13]1([C:16]2[CH:17]=[CH:18][CH:19]=[CH:20][CH:21]=2)[O:12][C:11](=[O:26])[N:10]([C@H:8]([C:5]2[CH:6]=[CH:7][C:2]([Br:1])=[CH:3][CH:4]=2)[CH3:9])[CH2:15][CH2:14]1)(=[O:37])=[O:36]. The yield is 0.980. (5) The reactants are [OH:1][N:2]=[C:3]1[CH2:12][CH2:11][CH2:10][C:9]2[N:8]=[C:7]([C:13]3[CH:18]=[CH:17][C:16]([C:19]4([NH:23]C(=O)OC(C)(C)C)[CH2:22][CH2:21][CH2:20]4)=[CH:15][CH:14]=3)[C:6]([C:31]3[CH:36]=[CH:35][CH:34]=[CH:33][CH:32]=3)=[CH:5][C:4]1=2. The catalyst is C(O)(C(F)(F)F)=O. The product is [NH2:23][C:19]1([C:16]2[CH:15]=[CH:14][C:13]([C:7]3[C:6]([C:31]4[CH:36]=[CH:35][CH:34]=[CH:33][CH:32]=4)=[CH:5][C:4]4[C:3](=[N:2][OH:1])[CH2:12][CH2:11][CH2:10][C:9]=4[N:8]=3)=[CH:18][CH:17]=2)[CH2:22][CH2:21][CH2:20]1. The yield is 0.350. (6) The reactants are [CH3:1][CH2:2][CH2:3][CH2:4][CH2:5][CH2:6][CH2:7][CH2:8][CH2:9][CH2:10][CH2:11][C:12]([O:14][CH2:15][CH:16]([OH:19])[CH2:17][OH:18])=[O:13].C1(C)C=CC=CC=1.C(C(C)=[O:30])C. The catalyst is C(O)(C)C. The product is [CH3:1][CH2:2][CH2:3][CH2:4][CH2:5][CH2:6][CH2:7][CH2:8][CH2:9][CH2:10][CH2:11][C:12]([O:14][CH2:15][CH:16]([OH:19])[CH2:17][OH:18])=[O:13].[C:12]([OH:14])(=[O:13])[C:11]1[C:10](=[CH:9][CH:8]=[CH:7][CH:6]=1)[OH:30]. The yield is 0.200. (7) The reactants are [C:1]1(=[O:8])[CH2:6][CH2:5][CH2:4][C:3](=[O:7])[CH2:2]1.CO[CH:11](OC)[N:12]([CH3:14])[CH3:13]. No catalyst specified. The product is [CH3:11][N:12]([CH:14]=[C:2]1[C:3](=[O:7])[CH2:4][CH2:5][CH2:6][C:1]1=[O:8])[CH3:13]. The yield is 0.970. (8) The reactants are [C:1]1([S:7]([N:10]2[C:18]3[C:13](=[CH:14][C:15]([Cl:19])=[CH:16][CH:17]=3)[CH:12]=[C:11]2[CH3:20])(=[O:9])=[O:8])[CH:6]=[CH:5][CH:4]=[CH:3][CH:2]=1.[CH3:21][C:22](OC(C)=O)=[O:23].[Al+3].[Cl-].[Cl-].[Cl-]. No catalyst specified. The product is [C:22]([C:12]1[C:13]2[C:18](=[CH:17][CH:16]=[C:15]([Cl:19])[CH:14]=2)[N:10]([S:7]([C:1]2[CH:2]=[CH:3][CH:4]=[CH:5][CH:6]=2)(=[O:9])=[O:8])[C:11]=1[CH3:20])(=[O:23])[CH3:21]. The yield is 0.860.